Dataset: Full USPTO retrosynthesis dataset with 1.9M reactions from patents (1976-2016). Task: Predict the reactants needed to synthesize the given product. (1) Given the product [N:11]1([C:2]2[CH:3]=[C:4]([CH:8]=[CH:9][N:10]=2)[C:5]([OH:7])=[O:6])[CH:15]=[CH:14][N:13]=[CH:12]1, predict the reactants needed to synthesize it. The reactants are: Br[C:2]1[CH:3]=[C:4]([CH:8]=[CH:9][N:10]=1)[C:5]([OH:7])=[O:6].[NH:11]1[CH:15]=[CH:14][N:13]=[CH:12]1.C([O-])([O-])=O.[Cs+].[Cs+]. (2) The reactants are: [Cl:1][C:2]([Cl:15])=[C:3]1[CH:7]2[C:8]3[C:9](N)=[CH:10][CH:11]=[CH:12][C:13]=3[CH:4]1[CH2:5][CH2:6]2.[BrH:16].N([O-])=O.[Na+]. Given the product [Br:16][C:9]1[CH:10]=[CH:11][CH:12]=[C:13]2[C:8]=1[CH:7]1[C:3](=[C:2]([Cl:15])[Cl:1])[CH:4]2[CH2:5][CH2:6]1, predict the reactants needed to synthesize it. (3) Given the product [N+:1]([C:4]1[CH:9]=[CH:8][CH:7]=[CH:6][C:5]=1[CH2:10][CH2:11][N:13]1[CH2:14][CH2:15][O:16][CH2:17][CH2:18]1)([O-:3])=[O:2], predict the reactants needed to synthesize it. The reactants are: [N+:1]([C:4]1[CH:9]=[CH:8][CH:7]=[CH:6][C:5]=1[CH2:10][C:11]([N:13]1[CH2:18][CH2:17][O:16][CH2:15][CH2:14]1)=O)([O-:3])=[O:2].B. (4) Given the product [CH2:30]([CH:29]1[C:28](=[O:37])[O:13][C:12]2[NH:11][C:10]([C:14]3[CH:19]=[C:18]([C:20]([F:21])([F:22])[F:23])[CH:17]=[C:16]([C:24]([F:27])([F:25])[F:26])[CH:15]=3)=[N:9][C:8]=2[CH:1]1[C:2]1[CH:7]=[CH:6][CH:5]=[CH:4][CH:3]=1)[C:31]1[CH:36]=[CH:35][CH:34]=[CH:33][CH:32]=1, predict the reactants needed to synthesize it. The reactants are: [CH:1](=[C:8]1/[N:9]=[C:10]([C:14]2[CH:19]=[C:18]([C:20]([F:23])([F:22])[F:21])[CH:17]=[C:16]([C:24]([F:27])([F:26])[F:25])[CH:15]=2)[NH:11][C:12]/1=[O:13])/[C:2]1[CH:7]=[CH:6][CH:5]=[CH:4][CH:3]=1.[CH:28](=[O:37])/[CH:29]=[CH:30]/[C:31]1[CH:36]=[CH:35][CH:34]=[CH:33][CH:32]=1. (5) Given the product [N+:23]([C:26]1[CH:32]=[CH:31][C:29]([NH:30][C:2]2[C:3]3[CH:10]=[C:9]([C:11]4[CH:16]=[CH:15][CH:14]=[CH:13][CH:12]=4)[NH:8][C:4]=3[N:5]=[CH:6][CH:7]=2)=[CH:28][CH:27]=1)([O-:25])=[O:24], predict the reactants needed to synthesize it. The reactants are: Br[C:2]1[CH:7]=[CH:6][N:5]=[C:4]2[NH:8][C:9]([C:11]3[CH:16]=[CH:15][CH:14]=[CH:13][CH:12]=3)=[CH:10][C:3]=12.CC(C)([O-])C.[K+].[N+:23]([C:26]1[CH:32]=[CH:31][C:29]([NH2:30])=[CH:28][CH:27]=1)([O-:25])=[O:24].[Cl-].[NH4+].